Dataset: Reaction yield outcomes from USPTO patents with 853,638 reactions. Task: Predict the reaction yield, written as a fraction of the theoretical maximum amount of product (1.0 means a 100% yield; for example, 0.34 means a 34% yield). (1) The reactants are [C:1]1([C:7]2[C:15]3[C:10](=[CH:11][C:12]([C:16]([OH:18])=[O:17])=[CH:13][CH:14]=3)[NH:9][CH:8]=2)[CH2:6][CH2:5][CH2:4][CH2:3][CH:2]=1.[C:19]([O-])([O-])=O.[K+].[K+].CI. The catalyst is CN(C=O)C. The product is [C:1]1([C:7]2[C:15]3[C:10](=[CH:11][C:12]([C:16]([O:18][CH3:19])=[O:17])=[CH:13][CH:14]=3)[NH:9][CH:8]=2)[CH2:6][CH2:5][CH2:4][CH2:3][CH:2]=1. The yield is 0.990. (2) The reactants are ON[C:3]1[CH:11]=[CH:10][C:6]([C:7]([OH:9])=O)=[CH:5][N:4]=1.[C:12]1([CH:18]([C:22]2[CH:27]=[CH:26][CH:25]=[CH:24][CH:23]=2)[CH2:19][CH2:20][NH2:21])[CH:17]=[CH:16][CH:15]=[CH:14][CH:13]=1.[OH:28]N1C2C=CC=CC=2N=N1.Cl.C(N=C=NCCCN(C)C)C.C(N(C(C)C)CC)(C)C. The catalyst is CN(C=O)C.O. The product is [C:22]1([CH:18]([C:12]2[CH:13]=[CH:14][CH:15]=[CH:16][CH:17]=2)[CH2:19][CH2:20][NH:21][C:7](=[O:9])[C:6]2[CH:10]=[CH:11][C:3]([OH:28])=[N:4][CH:5]=2)[CH:23]=[CH:24][CH:25]=[CH:26][CH:27]=1. The yield is 0.263.